Dataset: Reaction yield outcomes from USPTO patents with 853,638 reactions. Task: Predict the reaction yield, written as a fraction of the theoretical maximum amount of product (1.0 means a 100% yield; for example, 0.34 means a 34% yield). (1) The reactants are [O:1]=[C:2]1[CH2:10][C:9]2[C:4](=[CH:5][C:6]([C:11]([C:13]3[CH:14]=[C:15]([NH:19][C:20]([C:22]4[C:23]([C:28]([F:31])([F:30])[F:29])=[N:24][N:25]([CH3:27])[CH:26]=4)=[O:21])[CH:16]=[CH:17][CH:18]=3)=[O:12])=[CH:7][CH:8]=2)[NH:3]1.[CH:32](OCC)=[O:33].[O-]CC.[Na+].Cl. The catalyst is C(O)C. The product is [OH:33][CH:32]=[C:10]1[C:9]2[C:4](=[CH:5][C:6]([C:11]([C:13]3[CH:14]=[C:15]([NH:19][C:20]([C:22]4[C:23]([C:28]([F:31])([F:30])[F:29])=[N:24][N:25]([CH3:27])[CH:26]=4)=[O:21])[CH:16]=[CH:17][CH:18]=3)=[O:12])=[CH:7][CH:8]=2)[NH:3][C:2]1=[O:1]. The yield is 0.810. (2) The reactants are [CH:1]([C:4]1([CH:10]([OH:14])[CH2:11][CH2:12][CH3:13])SCCCS1)([CH3:3])[CH3:2].C[OH:16]. The catalyst is C(#N)C. The product is [OH:14][CH:10]([CH2:11][CH2:12][CH3:13])[C:4](=[O:16])[CH:1]([CH3:3])[CH3:2]. The yield is 0.910. (3) The reactants are [F:1][C:2]([F:13])([F:12])[C:3]1[CH:7]=[C:6]([C:8]([O:10][CH3:11])=[O:9])[NH:5][N:4]=1.[Br:14][CH2:15][CH2:16]Br.C([O-])([O-])=O.[K+].[K+]. The catalyst is CC#N. The product is [Br:14][CH2:15][CH2:16][N:5]1[C:6]([C:8]([O:10][CH3:11])=[O:9])=[CH:7][C:3]([C:2]([F:1])([F:12])[F:13])=[N:4]1. The yield is 0.780. (4) The reactants are C(O)(=O)C(O)=O.[C:7]([O:11][C:12]([N:14]1[CH2:20][C:16]2([NH:19][CH2:18][CH2:17]2)[CH2:15]1)=[O:13])([CH3:10])([CH3:9])[CH3:8].C(N(CC)CC)C.[F:28][C:29]1[CH:34]=[CH:33][C:32]([S:35](Cl)(=[O:37])=[O:36])=[CH:31][CH:30]=1. The product is [F:28][C:29]1[CH:34]=[CH:33][C:32]([S:35]([N:19]2[C:16]3([CH2:15][N:14]([C:12]([O:11][C:7]([CH3:10])([CH3:8])[CH3:9])=[O:13])[CH2:20]3)[CH2:17][CH2:18]2)(=[O:37])=[O:36])=[CH:31][CH:30]=1. The catalyst is ClCCl. The yield is 0.890. (5) The reactants are [N+:1]([C:4]1[CH:16]=[C:7]2[CH2:8][N:9]([C:12](=[O:15])[CH2:13][CH3:14])[CH2:10][CH2:11][N:6]2[N:5]=1)([O-])=O. The catalyst is CO.[Pd]. The product is [NH2:1][C:4]1[CH:16]=[C:7]2[CH2:8][N:9]([C:12](=[O:15])[CH2:13][CH3:14])[CH2:10][CH2:11][N:6]2[N:5]=1. The yield is 0.990. (6) The reactants are [Br:1][C:2]1[CH:3]=[C:4]([CH:8]=[CH:9][C:10]=1[CH3:11])[C:5](O)=[O:6].C(Cl)(=O)C(Cl)=O.C(Cl)Cl.C[N:22](C=O)C. No catalyst specified. The product is [Br:1][C:2]1[CH:3]=[C:4]([CH:8]=[CH:9][C:10]=1[CH3:11])[C:5]([NH2:22])=[O:6]. The yield is 0.986.